From a dataset of Forward reaction prediction with 1.9M reactions from USPTO patents (1976-2016). Predict the product of the given reaction. (1) Given the reactants [C:9](O[C:9]([O:11][C:12]([CH3:15])([CH3:14])[CH3:13])=[O:10])([O:11][C:12]([CH3:15])([CH3:14])[CH3:13])=[O:10].[Cl:16][C:17]1[CH:18]=[CH:19][C:20]2[CH2:21][NH:22][CH2:23][C@@H:24]([C:28]3[CH:33]=[CH:32][CH:31]=[CH:30][CH:29]=3)[O:25][C:26]=2[N:27]=1, predict the reaction product. The product is: [Cl:16][C:17]1[CH:18]=[CH:19][C:20]2[CH2:21][N:22]([C:9]([O:11][C:12]([CH3:13])([CH3:14])[CH3:15])=[O:10])[CH2:23][C@@H:24]([C:28]3[CH:33]=[CH:32][CH:31]=[CH:30][CH:29]=3)[O:25][C:26]=2[N:27]=1. (2) Given the reactants [F:1][C:2]1[CH:3]=[C:4]([NH:14][C:15]2[N:16]=[C:17]([O:24][C:25]3[CH:30]=[CH:29][CH:28]=[C:27]([N+:31]([O-])=O)[CH:26]=3)[C:18]3[CH:23]=[CH:22][NH:21][C:19]=3[N:20]=2)[CH:5]=[C:6]([F:13])[C:7]=1[O:8][CH2:9][CH2:10][O:11][CH3:12].[H][H], predict the reaction product. The product is: [NH2:31][C:27]1[CH:26]=[C:25]([CH:30]=[CH:29][CH:28]=1)[O:24][C:17]1[C:18]2[CH:23]=[CH:22][NH:21][C:19]=2[N:20]=[C:15]([NH:14][C:4]2[CH:5]=[C:6]([F:13])[C:7]([O:8][CH2:9][CH2:10][O:11][CH3:12])=[C:2]([F:1])[CH:3]=2)[N:16]=1. (3) Given the reactants [C:1]([O:5][C:6]([N:8]1[CH2:13][CH2:12][C:11]([CH3:17])([C:14]([OH:16])=O)[CH2:10][CH2:9]1)=[O:7])([CH3:4])([CH3:3])[CH3:2].N1C=CC=CC=1.C(Cl)(=O)C(Cl)=O.[NH:30]1[C:34]([C:35]2[CH:36]=[C:37]([NH2:41])[CH:38]=[CH:39][CH:40]=2)=[N:33][N:32]=[N:31]1, predict the reaction product. The product is: [NH:33]1[C:34]([C:35]2[CH:36]=[C:37]([NH:41][C:14]([C:11]3([CH3:17])[CH2:10][CH2:9][N:8]([C:6]([O:5][C:1]([CH3:2])([CH3:3])[CH3:4])=[O:7])[CH2:13][CH2:12]3)=[O:16])[CH:38]=[CH:39][CH:40]=2)=[N:30][N:31]=[N:32]1.